Task: Predict which catalyst facilitates the given reaction.. Dataset: Catalyst prediction with 721,799 reactions and 888 catalyst types from USPTO (1) Reactant: [F:1][C:2]1[CH:7]=[CH:6][C:5]([CH2:8][C:9]2[CH:18]=[C:17]3[C:12]([C:13]([OH:36])=[C:14]([C:31]([O:33]CC)=O)[C:15](=[O:30])[N:16]3[CH2:19][CH2:20][CH2:21][N:22]3[CH2:28][CH2:27][CH2:26][CH2:25][CH2:24][C:23]3=[O:29])=[N:11][CH:10]=2)=[CH:4][CH:3]=1.[CH3:37][NH2:38]. Product: [F:1][C:2]1[CH:7]=[CH:6][C:5]([CH2:8][C:9]2[CH:18]=[C:17]3[C:12]([C:13]([OH:36])=[C:14]([C:31]([NH:38][CH3:37])=[O:33])[C:15](=[O:30])[N:16]3[CH2:19][CH2:20][CH2:21][N:22]3[CH2:28][CH2:27][CH2:26][CH2:25][CH2:24][C:23]3=[O:29])=[N:11][CH:10]=2)=[CH:4][CH:3]=1. The catalyst class is: 8. (2) Reactant: [F:1][C:2]1[C:11]([C:12]2([C:15]([O:17]C)=[O:16])[CH2:14][O:13]2)=[C:10]2[C:5]([CH:6]=[CH:7][C:8]([O:19]C)=[N:9]2)=[CH:4][CH:3]=1.Cl([O-])(=O)(=O)=O.[Li+]. Product: [F:1][C:2]1[C:11]2[C:12]([OH:13])([C:15]([OH:17])=[O:16])[CH2:14][N:9]3[C:10]=2[C:5]([CH:6]=[CH:7][C:8]3=[O:19])=[CH:4][CH:3]=1. The catalyst class is: 47. (3) Reactant: C[O:2][C:3]([C:5]1[CH:10]=[N:9][C:8]([O:11][C:12]2[CH:17]=[CH:16][CH:15]=[CH:14][C:13]=2[F:18])=[CH:7][N:6]=1)=[O:4].[OH-].[K+]. Product: [F:18][C:13]1[CH:14]=[CH:15][CH:16]=[CH:17][C:12]=1[O:11][C:8]1[N:9]=[CH:10][C:5]([C:3]([OH:4])=[O:2])=[N:6][CH:7]=1. The catalyst class is: 8.